Dataset: Peptide-MHC class I binding affinity with 185,985 pairs from IEDB/IMGT. Task: Regression. Given a peptide amino acid sequence and an MHC pseudo amino acid sequence, predict their binding affinity value. This is MHC class I binding data. The peptide sequence is VPRENATAF. The MHC is HLA-B18:01 with pseudo-sequence HLA-B18:01. The binding affinity (normalized) is 0.409.